Dataset: Blood-brain barrier permeability regression values from the B3DB database. Task: Regression/Classification. Given a drug SMILES string, predict its absorption, distribution, metabolism, or excretion properties. Task type varies by dataset: regression for continuous measurements (e.g., permeability, clearance, half-life) or binary classification for categorical outcomes (e.g., BBB penetration, CYP inhibition). For this dataset (b3db_regression), we predict Y. (1) The compound is CC[C@H]1C(=O)N(CC(=O)N([C@H](C(=O)N[C@H](C(=O)N([C@H](C(=O)N[C@H](C(=O)N[C@@H](C(=O)N([C@H](C(=O)N([C@H](C(=O)N([C@H](C(=O)N([C@H](C(=O)N1)[C@@H]([C@H](C)/C=C/C)O)C)CC(C)C)C)CC(C)C)C)CC(C)C)C)C)C)CC(C)C)C)C(C)C)CC(C)C)C)C. The Y is -0.780 log(BB ratio). (2) The molecule is C1CN(C[C@@H]1C(C2=CC=CC=C2)(C3=CC=CC=C3)C(=O)N)CCC4=CC5=C(C=C4)OCC5. The Y is -0.620 log(BB ratio). (3) The drug is C1C=NC(N1)NC2=C(C=CC=C2Cl)Cl. The Y is 0.110 log(BB ratio). (4) The compound is CC1=CC=C(C=C1)C2=CC(=NN2C3=CC=C(C=C3)S(=O)(=O)N)C(F)(F)F. The Y is -1.00 log(BB ratio).